From a dataset of Full USPTO retrosynthesis dataset with 1.9M reactions from patents (1976-2016). Predict the reactants needed to synthesize the given product. Given the product [Cl-:2].[C:7]([O:14][CH2:15][CH:16]([CH2:21][CH3:22])[CH2:17][CH2:18][CH2:19][CH3:20])(=[O:13])/[CH:8]=[CH:9]\[C:10]([O-:12])=[O:11], predict the reactants needed to synthesize it. The reactants are: P(Cl)(Cl)(Cl)(Cl)[Cl:2].[C:7]([O:14][CH2:15][CH:16]([CH2:21][CH3:22])[CH2:17][CH2:18][CH2:19][CH3:20])(=[O:13])/[CH:8]=[CH:9]\[C:10]([O-:12])=[O:11].